The task is: Predict the product of the given reaction.. This data is from Forward reaction prediction with 1.9M reactions from USPTO patents (1976-2016). (1) Given the reactants [CH2:1]([O:3][C:4]1[CH:25]=[CH:24][C:7]([CH2:8][N:9]([C:16]2[CH:21]=[CH:20][C:19]([S:22][CH3:23])=[CH:18][CH:17]=2)[CH2:10][C:11]2[CH:15]=[CH:14][S:13][CH:12]=2)=[CH:6][CH:5]=1)[CH3:2].OOS([O-])=O.[K+].[OH2:32].C[OH:34], predict the reaction product. The product is: [CH2:1]([O:3][C:4]1[CH:25]=[CH:24][C:7]([CH2:8][N:9]([C:16]2[CH:17]=[CH:18][C:19]([S:22]([CH3:23])(=[O:34])=[O:32])=[CH:20][CH:21]=2)[CH2:10][C:11]2[CH:15]=[CH:14][S:13][CH:12]=2)=[CH:6][CH:5]=1)[CH3:2]. (2) Given the reactants [CH:1]1([C@H:4]([NH:6][C:7]2[C:8]3[N:9]([CH:16]=[C:17]([C:19]4[CH:24]=CC=C(C=C)[CH:20]=4)[CH:18]=3)[N:10]=[CH:11][C:12]=2[C:13]([NH2:15])=O)[CH3:5])[CH2:3][CH2:2]1.C[N+]1([O-])CC[O:31][CH2:30]C1.[CH2:35]1[CH2:39][O:38][CH2:37][CH2:36]1.[OH2:40], predict the reaction product. The product is: [CH:1]1([CH:4]([NH:6][C:7]2[C:8]3[N:9]([CH:16]=[C:17]([C:19]4[CH:24]=[CH:37][CH:36]=[C:35]([C@@H:39]([OH:38])[CH2:30][OH:31])[CH:20]=4)[CH:18]=3)[N:10]=[CH:11][C:12]=2[C:13]([NH2:15])=[O:40])[CH3:5])[CH2:3][CH2:2]1. (3) Given the reactants [NH2:1][C:2](=[O:35])[CH:3]([OH:34])[CH:4]([NH:12][C:13](=[O:33])[C:14]1[CH:19]=[CH:18][CH:17]=[N:16][C:15]=1[N:20]1[CH:24]=[CH:23][C:22]([CH2:25][NH:26]C2C=CC=CC=2)=[N:21]1)[CH2:5][C:6]1[CH:11]=[CH:10][CH:9]=[CH:8][CH:7]=1.C(O[C:39](=O)[CH3:40])C, predict the reaction product. The product is: [NH2:1][C:2](=[O:35])[C:3](=[O:34])[CH:4]([NH:12][C:13](=[O:33])[C:14]1[CH:19]=[CH:18][CH:17]=[N:16][C:15]=1[N:20]1[CH:24]=[CH:23][C:22]([CH2:25][N:26]2[CH2:8][CH2:7][CH:6]([C:39]3[CH:40]=[CH:5][CH:4]=[CH:3][CH:2]=3)[CH2:11]2)=[N:21]1)[CH2:5][C:6]1[CH:7]=[CH:8][CH:9]=[CH:10][CH:11]=1. (4) Given the reactants C([O:3][C:4]([C:6]1[N:7]=[N:8][S:9][C:10]=1[NH:11][C:12]1[CH:17]=[CH:16][CH:15]=[CH:14][CH:13]=1)=[O:5])C.Cl, predict the reaction product. The product is: [C:12]1([NH:11][C:10]2[S:9][N:8]=[N:7][C:6]=2[C:4]([OH:5])=[O:3])[CH:13]=[CH:14][CH:15]=[CH:16][CH:17]=1. (5) Given the reactants [Cl:1][C:2]1[N:7]=[C:6]([C:8]#[C:9][C:10]2[C:15]([F:16])=[CH:14][CH:13]=[CH:12][C:11]=2[Cl:17])[C:5]([NH2:18])=[CH:4][N:3]=1.CC(C)([O-])C.[K+].CCOC(C)=O, predict the reaction product. The product is: [Cl:1][C:2]1[N:3]=[CH:4][C:5]2[NH:18][C:9]([C:10]3[C:15]([F:16])=[CH:14][CH:13]=[CH:12][C:11]=3[Cl:17])=[CH:8][C:6]=2[N:7]=1. (6) Given the reactants [H-].[Na+].[CH3:3][C:4]1[CH:10]=[CH:9][CH:8]=[C:7]([CH3:11])[C:5]=1[NH2:6].[CH3:12][O:13][C:14]([C:16]1[CH:22]=[CH:21][C:19](=O)[O:18][CH:17]=1)=[O:15].[Cl-].[NH4+], predict the reaction product. The product is: [CH3:3][C:4]1[CH:10]=[CH:9][CH:8]=[C:7]([CH3:11])[C:5]=1[N:6]1[C:19](=[O:18])[CH:21]=[CH:22][C:16]([C:14]([O:13][CH3:12])=[O:15])=[CH:17]1. (7) Given the reactants [CH3:1][O:2][C:3]1[CH:4]=[CH:5][C:6]([C:37]([F:40])([F:39])[F:38])=[C:7]([C:9]2[CH:14]=[CH:13][CH:12]=[C:11]([NH:15][C:16]([C:18]3[N:19]([C:30]([O:32][C:33]([CH3:36])([CH3:35])[CH3:34])=[O:31])[C:20]4[C:25]([CH:26]=3)=[CH:24][CH:23]=[C:22]([N+:27]([O-])=O)[CH:21]=4)=[O:17])[CH:10]=2)[CH:8]=1.[NH4+].[Cl-].[CH3:43][S:44](Cl)(=[O:46])=[O:45], predict the reaction product. The product is: [CH3:1][O:2][C:3]1[CH:4]=[CH:5][C:6]([C:37]([F:40])([F:39])[F:38])=[C:7]([C:9]2[CH:14]=[CH:13][CH:12]=[C:11]([NH:15][C:16]([C:18]3[N:19]([C:30]([O:32][C:33]([CH3:36])([CH3:35])[CH3:34])=[O:31])[C:20]4[C:25]([CH:26]=3)=[CH:24][CH:23]=[C:22]([NH:27][S:44]([CH3:43])(=[O:46])=[O:45])[CH:21]=4)=[O:17])[CH:10]=2)[CH:8]=1.